Dataset: Reaction yield outcomes from USPTO patents with 853,638 reactions. Task: Predict the reaction yield, written as a fraction of the theoretical maximum amount of product (1.0 means a 100% yield; for example, 0.34 means a 34% yield). (1) The reactants are [CH3:1][O:2][C:3]1[CH:28]=[C:27]([O:29][CH3:30])[CH:26]=[CH:25][C:4]=1[CH2:5][NH:6][C:7]1[C:8]2[CH:15]=[CH:14][N:13]([C@H:16]3[C@H:20]([OH:21])[C@H:19]([OH:22])[C@@H:18]([CH2:23][OH:24])[O:17]3)[C:9]=2[N:10]=[CH:11][N:12]=1.CO[C:33](OC)([CH3:35])[CH3:34].C12(CS(O)(=O)=O)C(C)(C)C(CC1)CC2=O.C(=O)(O)[O-].[Na+].CO.O.C1(C)C=CC(S(O)(=O)=O)=CC=1. The catalyst is CC(C)=O.CC(=O)OCC. The product is [CH3:1][O:2][C:3]1[CH:28]=[C:27]([O:29][CH3:30])[CH:26]=[CH:25][C:4]=1[CH2:5][NH:6][C:7]1[C:8]2[CH:15]=[CH:14][N:13]([C@H:16]3[C@@H:20]4[O:21][C:33]([CH3:35])([CH3:34])[O:22][C@@H:19]4[C@@H:18]([CH2:23][OH:24])[O:17]3)[C:9]=2[N:10]=[CH:11][N:12]=1. The yield is 0.830. (2) The reactants are [NH2:1][C:2]1[C:10]2[C:5](=[N:6][CH:7]=[CH:8][N:9]=2)[S:4][C:3]=1[C:11]([NH:13][C:14]1[CH:15]=[C:16]([CH:21]=[CH:22][C:23]=1[CH3:24])[C:17]([O:19]C)=[O:18])=[O:12].Cl. The catalyst is C1COCC1.[OH-].[Na+].O. The product is [NH2:1][C:2]1[C:10]2[C:5](=[N:6][CH:7]=[CH:8][N:9]=2)[S:4][C:3]=1[C:11]([NH:13][C:14]1[CH:15]=[C:16]([CH:21]=[CH:22][C:23]=1[CH3:24])[C:17]([OH:19])=[O:18])=[O:12]. The yield is 1.00. (3) The yield is 0.890. The product is [CH3:3][CH:2]([O:4][C:5]1[CH:6]=[CH:7][C:8]([N:11]2[C:44](=[O:45])[C:43]([CH2:42][C:39]3[CH:40]=[CH:41][C:36]([C:31]4[C:30]([C:28]#[N:29])=[CH:35][CH:34]=[CH:33][CH:32]=4)=[CH:37][CH:38]=3)=[C:49]([CH2:50][CH2:51][CH3:52])[N:16]3[N:15]=[CH:14][CH:13]=[C:12]23)=[CH:9][CH:10]=1)[CH3:1]. The reactants are [CH3:1][CH:2]([O:4][C:5]1[CH:10]=[CH:9][C:8]([NH:11][C:12]2[NH:16][N:15]=[CH:14][CH:13]=2)=[CH:7][CH:6]=1)[CH3:3].N12CCCN=C1CCCCC2.[C:28]([C:30]1[CH:35]=[CH:34][CH:33]=[CH:32][C:31]=1[C:36]1[CH:41]=[CH:40][C:39]([CH2:42][CH:43]([C:49](=O)[CH2:50][CH2:51][CH3:52])[C:44](OCC)=[O:45])=[CH:38][CH:37]=1)#[N:29].C(OCC)(=O)C. The catalyst is CCN(C1C=CC=CC=1)CC.O. (4) The product is [N:1]1([CH2:6][CH2:7][O:8][C:9]2[CH:10]=[C:11]3[C:16](=[CH:17][CH:18]=2)[C:15](=[O:19])[C:14](=[CH:27][C:25]2[S:26][C:22]([S:21][CH3:20])=[CH:23][CH:24]=2)[CH2:13][CH2:12]3)[CH:5]=[CH:4][N:3]=[CH:2]1. The catalyst is [OH-].[K+].CCO. The reactants are [N:1]1([CH2:6][CH2:7][O:8][C:9]2[CH:10]=[C:11]3[C:16](=[CH:17][CH:18]=2)[C:15](=[O:19])[CH2:14][CH2:13][CH2:12]3)[CH:5]=[CH:4][N:3]=[CH:2]1.[CH3:20][S:21][C:22]1[S:26][C:25]([CH:27]=O)=[CH:24][CH:23]=1. The yield is 0.360. (5) The reactants are [Cl:1][C:2]1[CH:7]=[CH:6][N:5]=[C:4]([NH:8][C:9]2[CH:16]=[CH:15][C:12]([C:13]#[N:14])=[CH:11][CH:10]=2)[N:3]=1.[B-](F)(F)(F)F.[N:22]([OH:24])=[O:23]. The catalyst is C(#N)C. The product is [N+:22]([C:10]1[CH:11]=[C:12]([CH:15]=[CH:16][C:9]=1[NH:8][C:4]1[N:3]=[C:2]([Cl:1])[CH:7]=[CH:6][N:5]=1)[C:13]#[N:14])([O-:24])=[O:23]. The yield is 0.640.